Predict the reaction yield, written as a fraction of the theoretical maximum amount of product (1.0 means a 100% yield; for example, 0.34 means a 34% yield). From a dataset of Reaction yield outcomes from USPTO patents with 853,638 reactions. (1) The reactants are [Br:1][C:2]1[C:10]2[NH:9][N:8]=[C:7]([Cl:11])[C:6]=2[C:5]2[CH2:12][N:13]([CH2:23][C:24]([F:27])([F:26])[F:25])[C:14](=[O:22])[C@H:15]([CH2:17][C:18]([O:20]C)=[O:19])[CH2:16][C:4]=2[CH:3]=1.O.O.[OH-].[Li+]. The catalyst is O1CCCC1.CO. The product is [Br:1][C:2]1[C:10]2[NH:9][N:8]=[C:7]([Cl:11])[C:6]=2[C:5]2[CH2:12][N:13]([CH2:23][C:24]([F:25])([F:26])[F:27])[C:14](=[O:22])[C@H:15]([CH2:17][C:18]([OH:20])=[O:19])[CH2:16][C:4]=2[CH:3]=1. The yield is 1.00. (2) The reactants are [CH3:1][CH:2]([O:4][C:5]1[CH:6]=[C:7]([O:23][C:24]2[CH:29]=[CH:28][C:27]([S:30]([CH3:33])(=[O:32])=[O:31])=[CH:26][N:25]=2)[CH:8]=[C:9]2[C:13]=1[NH:12][C:11]([C:14]1[S:15][CH:16]([CH2:19][C:20]([OH:22])=O)[CH2:17][N:18]=1)=[CH:10]2)[CH3:3].Cl.[CH2:35]([N:37]=C=NCCCN(C)C)C.ON1C2C=CC=CC=2N=N1.Cl.CN. The catalyst is O.CN(C)C=O.C(N(CC)CC)C. The product is [CH3:35][NH:37][C:20](=[O:22])[CH2:19][CH:16]1[S:15][C:14]([C:11]2[NH:12][C:13]3[C:9]([CH:10]=2)=[CH:8][C:7]([O:23][C:24]2[CH:29]=[CH:28][C:27]([S:30]([CH3:33])(=[O:31])=[O:32])=[CH:26][N:25]=2)=[CH:6][C:5]=3[O:4][CH:2]([CH3:3])[CH3:1])=[N:18][CH2:17]1. The yield is 0.570. (3) The yield is 0.770. The product is [CH3:1][O:2][C:3](=[O:30])[CH2:4][CH:5]([N:19]1[CH2:27][C:26]2[C:21](=[C:22]([NH:28][C:34]([CH:31]3[CH2:33][CH2:32]3)=[O:35])[CH:23]=[CH:24][CH:25]=2)[C:20]1=[O:29])[C:6]1[CH:11]=[CH:10][C:9]([O:12][CH:13]([F:15])[F:14])=[C:8]([O:16][CH2:17][CH3:18])[CH:7]=1. The catalyst is C1COCC1. The reactants are [CH3:1][O:2][C:3](=[O:30])[CH2:4][CH:5]([N:19]1[CH2:27][C:26]2[C:21](=[C:22]([NH2:28])[CH:23]=[CH:24][CH:25]=2)[C:20]1=[O:29])[C:6]1[CH:11]=[CH:10][C:9]([O:12][CH:13]([F:15])[F:14])=[C:8]([O:16][CH2:17][CH3:18])[CH:7]=1.[CH:31]1([C:34](Cl)=[O:35])[CH2:33][CH2:32]1. (4) The catalyst is C(O)(=O)C. The yield is 0.750. The reactants are [I:1][C:2]1[C:7](I)=[CH:6][C:5]([O:9][CH3:10])=[C:4]([O:11][CH3:12])[CH:3]=1.[N+:13]([O-])([OH:15])=[O:14]. The product is [I:1][C:2]1[C:7]([N+:13]([O-:15])=[O:14])=[CH:6][C:5]([O:9][CH3:10])=[C:4]([O:11][CH3:12])[CH:3]=1. (5) The reactants are [H-].[Na+].[NH:3]1[CH:7]=[CH:6][N:5]=[N:4]1.[CH3:8][Si:9]([CH3:16])([CH3:15])[CH2:10][CH2:11][O:12][CH2:13]Cl. The catalyst is C1COCC1. The product is [CH3:8][Si:9]([CH3:16])([CH3:15])[CH2:10][CH2:11][O:12][CH2:13][N:3]1[CH:7]=[CH:6][N:5]=[N:4]1. The yield is 0.280.